The task is: Predict the product of the given reaction.. This data is from Forward reaction prediction with 1.9M reactions from USPTO patents (1976-2016). (1) Given the reactants [Cl:1][C:2]1[CH:7]=[CH:6][C:5](F)=[C:4]([N+:9]([O-:11])=[O:10])[CH:3]=1.Cl.[NH2:13][CH2:14][CH2:15][C:16]([O:18][CH2:19][CH3:20])=[O:17].C(N(C(C)C)C(C)C)C, predict the reaction product. The product is: [Cl:1][C:2]1[CH:7]=[CH:6][C:5]([NH:13][CH2:14][CH2:15][C:16]([O:18][CH2:19][CH3:20])=[O:17])=[C:4]([N+:9]([O-:11])=[O:10])[CH:3]=1. (2) Given the reactants [CH:1]12[CH2:10][CH:5]3[CH2:6][CH:7]([CH2:9][CH:3]([CH2:4]3)[CH:2]1[NH:11][C:12]([C:14]1[CH:15]=[N:16][N:17]([C:20]3[CH:25]=[CH:24][CH:23]=[CH:22][CH:21]=3)[C:18]=1Cl)=[O:13])[CH2:8]2.[NH2:26][CH2:27][CH2:28][CH2:29][CH2:30][OH:31], predict the reaction product. The product is: [CH:1]12[CH2:10][CH:5]3[CH2:6][CH:7]([CH2:9][CH:3]([CH2:4]3)[CH:2]1[NH:11][C:12]([C:14]1[CH:15]=[N:16][N:17]([C:20]3[CH:25]=[CH:24][CH:23]=[CH:22][CH:21]=3)[C:18]=1[NH:26][CH2:27][CH2:28][CH2:29][CH2:30][OH:31])=[O:13])[CH2:8]2. (3) Given the reactants [F:1][C:2]1[CH:7]=[CH:6][C:5]([C@H:8]2[CH2:10][O:9]2)=[CH:4][CH:3]=1.[CH3:11][CH:12]1[CH2:16][CH2:15][CH2:14][NH:13]1, predict the reaction product. The product is: [F:1][C:2]1[CH:7]=[CH:6][C:5]([C@H:8]([OH:9])[CH2:10][N:13]2[CH2:14][CH2:15][CH2:16][CH:12]2[CH3:11])=[CH:4][CH:3]=1. (4) Given the reactants [Br-:1].[Br-].[Br-].C1([N+](C)(C)C)C=CC=CC=1.C1([N+](C)(C)C)C=CC=CC=1.C1([N+](C)(C)C)C=CC=CC=1.C([O:41][C:42]1[N:47]=[CH:46][C:45]([CH2:48][C:49](=O)[CH3:50])=[CH:44][CH:43]=1)C1C=CC=CC=1.S([O-])([O-])(=[O:54])=S.[Na+].[Na+], predict the reaction product. The product is: [Br:1][CH:49]([CH3:50])[C:48]([C:45]1[CH:46]=[N:47][C:42]([OH:41])=[CH:43][CH:44]=1)=[O:54].